Dataset: Catalyst prediction with 721,799 reactions and 888 catalyst types from USPTO. Task: Predict which catalyst facilitates the given reaction. The catalyst class is: 6. Reactant: [CH2:1]([NH2:8])[C:2]1[CH:7]=[CH:6][CH:5]=[CH:4][CH:3]=1.[CH3:9][N:10]([CH:12]=O)C. Product: [CH2:1]([NH:8][C:9]1[CH:4]=[CH:3][C:2]([C:1]#[N:8])=[CH:12][N:10]=1)[C:2]1[CH:7]=[CH:6][CH:5]=[CH:4][CH:3]=1.